This data is from Catalyst prediction with 721,799 reactions and 888 catalyst types from USPTO. The task is: Predict which catalyst facilitates the given reaction. Reactant: [I:1][C:2]1[NH:6][N:5]=[CH:4][C:3]=1[C:7]1[CH:12]=[CH:11][N:10]=[C:9]([S:13][CH3:14])[N:8]=1.I[CH:16]([CH3:18])[CH3:17].C([O-])([O-])=O.[K+].[K+].CCCCCC. Product: [I:1][C:2]1[C:3]([C:7]2[CH:12]=[CH:11][N:10]=[C:9]([S:13][CH3:14])[N:8]=2)=[CH:4][N:5]([CH:16]([CH3:18])[CH3:17])[N:6]=1. The catalyst class is: 31.